From a dataset of Experimentally validated miRNA-target interactions with 360,000+ pairs, plus equal number of negative samples. Binary Classification. Given a miRNA mature sequence and a target amino acid sequence, predict their likelihood of interaction. Result: 0 (no interaction). The miRNA is mmu-miR-30a-3p with sequence CUUUCAGUCGGAUGUUUGCAGC. The protein sequence of the target gene is MSKGRAEAAAGAAGILLRYLQEQNRPYSSQDVFGNLQREHGLGKAVVVKTLEQLAQQGKIKEKMYGKQKIYFADQDQFDMVSDADLQVLDGKIVALTAKVQSLQQSCRYMEAELKELSSALTTPEMQKEIQELKKECAGYRERLKNIKAATNHVTPEEKEQVYRERQKYCKEWRKRKRMATELSDAILEGYPKSKKQFFEEVGIETDEDYNVTLPDP.